Dataset: Reaction yield outcomes from USPTO patents with 853,638 reactions. Task: Predict the reaction yield, written as a fraction of the theoretical maximum amount of product (1.0 means a 100% yield; for example, 0.34 means a 34% yield). The reactants are [OH:1][C:2]1[CH:11]=[CH:10][C:5]2[C:6](=[O:9])[CH2:7][O:8][C:4]=2[C:3]=1[CH2:12][N:13]1[CH2:18][CH2:17][N:16]([CH3:19])[CH2:15][CH2:14]1.[NH:20]1[C:28]2[C:23](=[CH:24][CH:25]=[CH:26][CH:27]=2)[C:22]([CH:29]=O)=[N:21]1.N1CCCCC1. The catalyst is CO. The product is [NH:20]1[C:28]2[C:23](=[CH:24][CH:25]=[CH:26][CH:27]=2)[C:22](/[CH:29]=[C:7]2\[O:8][C:4]3[C:3]([CH2:12][N:13]4[CH2:14][CH2:15][N:16]([CH3:19])[CH2:17][CH2:18]4)=[C:2]([OH:1])[CH:11]=[CH:10][C:5]=3[C:6]\2=[O:9])=[N:21]1. The yield is 0.370.